Dataset: Peptide-MHC class I binding affinity with 185,985 pairs from IEDB/IMGT. Task: Regression. Given a peptide amino acid sequence and an MHC pseudo amino acid sequence, predict their binding affinity value. This is MHC class I binding data. (1) The binding affinity (normalized) is 0.0847. The MHC is HLA-B44:02 with pseudo-sequence HLA-B44:02. The peptide sequence is PTKCGENLY. (2) The binding affinity (normalized) is 0.213. The MHC is HLA-B15:42 with pseudo-sequence HLA-B15:42. The peptide sequence is MEFNSLLAI. (3) The peptide sequence is VHREWFMDL. The MHC is HLA-B18:01 with pseudo-sequence HLA-B18:01. The binding affinity (normalized) is 0.0847. (4) The peptide sequence is RLITVYVQA. The MHC is HLA-A69:01 with pseudo-sequence HLA-A69:01. The binding affinity (normalized) is 0.0847.